From a dataset of Reaction yield outcomes from USPTO patents with 853,638 reactions. Predict the reaction yield, written as a fraction of the theoretical maximum amount of product (1.0 means a 100% yield; for example, 0.34 means a 34% yield). (1) The reactants are [F:1][C:2]1[CH:3]=[C:4](Br)[CH:5]=[C:6]([C:8]#[N:9])[CH:7]=1.C([O-])(=O)C.[K+].C([O:23][N:24]=[C:25]1[C:33]2([CH2:38][CH2:37][CH2:36][CH2:35][CH2:34]2)[C:32]2[C:27](=[CH:28][CH:29]=[C:30](Br)[CH:31]=2)[NH:26]1)C1C=CC=CC=1.C(=O)([O-])[O-].[Na+].[Na+]. The catalyst is CN(C=O)C.Cl[Pd]Cl. The product is [OH:23][N:24]=[C:25]1[C:33]2([CH2:38][CH2:37][CH2:36][CH2:35][CH2:34]2)[C:32]2[C:27](=[CH:28][CH:29]=[C:30]([C:4]3[CH:5]=[C:6]([CH:7]=[C:2]([F:1])[CH:3]=3)[C:8]#[N:9])[CH:31]=2)[NH:26]1. The yield is 0.660. (2) The reactants are [N:1]12[CH2:8][CH2:7][C:4]([C:9]([C:17]3[CH:22]=[CH:21][CH:20]=[CH:19][CH:18]=3)([C:11]3[CH:16]=[CH:15][CH:14]=[CH:13][CH:12]=3)[OH:10])([CH2:5][CH2:6]1)[CH2:3][CH2:2]2.[F:23][C:24]1[CH:29]=[CH:28][CH:27]=[CH:26][C:25]=1[O:30][CH2:31][CH2:32][CH2:33][Br:34]. The catalyst is CC#N. The product is [Br-:34].[F:23][C:24]1[CH:29]=[CH:28][CH:27]=[CH:26][C:25]=1[O:30][CH2:31][CH2:32][CH2:33][N+:1]12[CH2:6][CH2:5][C:4]([C:9]([OH:10])([C:17]3[CH:22]=[CH:21][CH:20]=[CH:19][CH:18]=3)[C:11]3[CH:12]=[CH:13][CH:14]=[CH:15][CH:16]=3)([CH2:3][CH2:2]1)[CH2:7][CH2:8]2. The yield is 0.683. (3) The reactants are [Cl:1][C:2]1[CH:7]=[CH:6][C:5]([Mg]Br)=[CH:4][CH:3]=1.[CH:10]([N:23]1[CH2:26][C:25](=[O:27])[CH2:24]1)([C:17]1[CH:22]=[CH:21][CH:20]=[CH:19][CH:18]=1)[C:11]1[CH:16]=[CH:15][CH:14]=[CH:13][CH:12]=1.[Na+].[Cl-]. No catalyst specified. The product is [CH:10]([N:23]1[CH2:26][C:25]([C:5]2[CH:6]=[CH:7][C:2]([Cl:1])=[CH:3][CH:4]=2)([OH:27])[CH2:24]1)([C:17]1[CH:22]=[CH:21][CH:20]=[CH:19][CH:18]=1)[C:11]1[CH:12]=[CH:13][CH:14]=[CH:15][CH:16]=1. The yield is 0.860. (4) The reactants are [CH2:1]([C@@H:8]([C@@H:18]([O:20][CH2:21][C:22]1[CH:27]=[CH:26][C:25]([O:28][CH3:29])=[CH:24][CH:23]=1)[CH3:19])[C:9](=[O:17])[CH2:10][C:11]1[CH:16]=[CH:15][CH:14]=[CH:13][CH:12]=1)[C:2]1[CH:7]=[CH:6][CH:5]=[CH:4][CH:3]=1.CB1N2CCC[C@H]2C(C2C=CC=CC=2)(C2C=CC=CC=2)O1.CO. The catalyst is C1(C)C=CC=CC=1. The product is [CH2:1]([C@@H:8]([C@@H:18]([O:20][CH2:21][C:22]1[CH:23]=[CH:24][C:25]([O:28][CH3:29])=[CH:26][CH:27]=1)[CH3:19])[C@H:9]([OH:17])[CH2:10][C:11]1[CH:16]=[CH:15][CH:14]=[CH:13][CH:12]=1)[C:2]1[CH:7]=[CH:6][CH:5]=[CH:4][CH:3]=1. The yield is 0.580. (5) The catalyst is C1(C)C=CC=CC=1.O=[Mn]=O. The yield is 0.750. The reactants are [OH:1][CH2:2][C:3]1[CH:4]=[C:5]([NH:9][C:10](=[O:12])[CH3:11])[CH:6]=[CH:7][CH:8]=1. The product is [CH:2]([C:3]1[CH:4]=[C:5]([NH:9][C:10](=[O:12])[CH3:11])[CH:6]=[CH:7][CH:8]=1)=[O:1]. (6) The reactants are Br[C:2]1[CH:3]=[C:4]([N:13]([CH2:20][CH3:21])[CH:14]2[CH2:19][CH2:18][O:17][CH2:16][CH2:15]2)[C:5]([CH3:12])=[C:6]([CH:11]=1)[C:7]([O:9][CH3:10])=[O:8].[O:22]1[CH2:27][CH2:26][N:25]([CH2:28][C:29]2[CH:34]=[CH:33][C:32](B3OC(C)(C)C(C)(C)O3)=[CH:31][CH:30]=2)[CH2:24][CH2:23]1.C([O-])([O-])=O.[Na+].[Na+]. The product is [CH2:20]([N:13]([CH:14]1[CH2:19][CH2:18][O:17][CH2:16][CH2:15]1)[C:4]1[C:5]([CH3:12])=[C:6]([C:7]([O:9][CH3:10])=[O:8])[CH:11]=[C:2]([C:32]2[CH:31]=[CH:30][C:29]([CH2:28][N:25]3[CH2:26][CH2:27][O:22][CH2:23][CH2:24]3)=[CH:34][CH:33]=2)[CH:3]=1)[CH3:21]. The catalyst is O1CCOCC1.O.O.C1C=CC([P]([Pd]([P](C2C=CC=CC=2)(C2C=CC=CC=2)C2C=CC=CC=2)([P](C2C=CC=CC=2)(C2C=CC=CC=2)C2C=CC=CC=2)[P](C2C=CC=CC=2)(C2C=CC=CC=2)C2C=CC=CC=2)(C2C=CC=CC=2)C2C=CC=CC=2)=CC=1. The yield is 0.590. (7) The reactants are Br[C:2]1[CH:3]=[C:4]([C:24](=[O:36])[NH:25][CH2:26][C:27]2[C:28](=[O:35])[NH:29][C:30]([CH3:34])=[CH:31][C:32]=2[CH3:33])[C:5]([CH3:23])=[C:6]([N:8]([CH3:22])[CH:9]2[CH2:14][CH2:13][N:12]([C:15]([O:17][C:18]([CH3:21])([CH3:20])[CH3:19])=[O:16])[CH2:11][CH2:10]2)[CH:7]=1.[CH:37]([C:39]1[N:44]=[CH:43][C:42](B(O)O)=[CH:41][CH:40]=1)=[O:38].C([O-])([O-])=O.[Na+].[Na+].CO. The catalyst is O1CCOCC1.C(Cl)Cl.C1C=CC([P]([Pd]([P](C2C=CC=CC=2)(C2C=CC=CC=2)C2C=CC=CC=2)([P](C2C=CC=CC=2)(C2C=CC=CC=2)C2C=CC=CC=2)[P](C2C=CC=CC=2)(C2C=CC=CC=2)C2C=CC=CC=2)(C2C=CC=CC=2)C2C=CC=CC=2)=CC=1. The product is [CH3:33][C:32]1[CH:31]=[C:30]([CH3:34])[NH:29][C:28](=[O:35])[C:27]=1[CH2:26][NH:25][C:24]([C:4]1[C:5]([CH3:23])=[C:6]([N:8]([CH3:22])[CH:9]2[CH2:10][CH2:11][N:12]([C:15]([O:17][C:18]([CH3:19])([CH3:21])[CH3:20])=[O:16])[CH2:13][CH2:14]2)[CH:7]=[C:2]([C:42]2[CH:43]=[N:44][C:39]([CH:37]=[O:38])=[CH:40][CH:41]=2)[CH:3]=1)=[O:36]. The yield is 0.879. (8) The reactants are [NH2:1][CH2:2][CH2:3][C:4]1[CH:9]=[CH:8][C:7]([OH:10])=[CH:6][CH:5]=1.[Cl:11][C:12]1[CH:17]=[CH:16][CH:15]=[CH:14][C:13]=1[C:18]1[C:22]([C:23]([O:25][CH3:26])=[O:24])=[CH:21][N:20]([C:27]2[CH:32]=[CH:31][N:30]=[C:29](Cl)[N:28]=2)[N:19]=1. The catalyst is C(#N)C.C(Cl)Cl. The product is [Cl:11][C:12]1[CH:17]=[CH:16][CH:15]=[CH:14][C:13]=1[C:18]1[C:22]([C:23]([O:25][CH3:26])=[O:24])=[CH:21][N:20]([C:27]2[CH:32]=[CH:31][N:30]=[C:29]([NH:1][CH2:2][CH2:3][C:4]3[CH:9]=[CH:8][C:7]([OH:10])=[CH:6][CH:5]=3)[N:28]=2)[N:19]=1. The yield is 1.00. (9) The reactants are [S:1]1[CH2:5][CH2:4][NH:3][C:2]1=[O:6].C1(=O)[N:11](NCCCBr)[C:10](=O)[C:9]2=CC=CC=[C:8]12.C(=O)([O-])[O-].[K+].[K+].C1OCCOCCOCCOCCOCCOC1.[BH4-].[Na+]. The catalyst is C(#N)C.C(O)(=O)C.O.C(O)(C)C. The product is [NH2:11][CH2:10][CH2:9][CH2:8][N:3]1[CH2:4][CH2:5][S:1][C:2]1=[O:6]. The yield is 0.550. (10) The reactants are [F:1][C:2]([F:16])([F:15])[C:3]1[CH:14]=[CH:13][C:6]([CH:7]=[C:8]([C:11]#[N:12])[C:9]#[N:10])=[CH:5][CH:4]=1.[BH4-].[Na+].Cl. The catalyst is C(O)C. The product is [F:1][C:2]([F:15])([F:16])[C:3]1[CH:4]=[CH:5][C:6]([CH2:7][CH:8]([C:11]#[N:12])[C:9]#[N:10])=[CH:13][CH:14]=1. The yield is 0.510.